Dataset: Reaction yield outcomes from USPTO patents with 853,638 reactions. Task: Predict the reaction yield, written as a fraction of the theoretical maximum amount of product (1.0 means a 100% yield; for example, 0.34 means a 34% yield). (1) The reactants are [C:1]1([C:7]2[CH:8]=[C:9]([C:16]3[O:20][N:19]=[C:18]([C:21]4[CH:26]=[CH:25][C:24]([CH2:27][N:28]5[CH:32]=[C:31]([C:33]([OH:35])=[O:34])[CH:30]=[N:29]5)=[CH:23][CH:22]=4)[N:17]=3)[S:10][C:11]=2[C:12]([F:15])([F:14])[F:13])[CH:6]=[CH:5][CH:4]=[CH:3][CH:2]=1.[OH-].[Na+:37]. The catalyst is O. The product is [C:1]1([C:7]2[CH:8]=[C:9]([C:16]3[O:20][N:19]=[C:18]([C:21]4[CH:26]=[CH:25][C:24]([CH2:27][N:28]5[CH:32]=[C:31]([C:33]([O-:35])=[O:34])[CH:30]=[N:29]5)=[CH:23][CH:22]=4)[N:17]=3)[S:10][C:11]=2[C:12]([F:14])([F:15])[F:13])[CH:6]=[CH:5][CH:4]=[CH:3][CH:2]=1.[Na+:37]. The yield is 0.350. (2) The reactants are I[C:2]1[CH:7]=[C:6]([CH3:8])[C:5]([C:9](=[O:11])[CH3:10])=[C:4]([CH3:12])[CH:3]=1.[C:13]1([SH:19])[CH:18]=[CH:17][CH:16]=[CH:15][CH:14]=1.[OH-].[K+]. The catalyst is CN(C=O)C.O.[Cu-]=O. The product is [CH3:8][C:6]1[CH:7]=[C:2]([S:19][C:13]2[CH:18]=[CH:17][CH:16]=[CH:15][CH:14]=2)[CH:3]=[C:4]([CH3:12])[C:5]=1[C:9](=[O:11])[CH3:10]. The yield is 0.660. (3) The reactants are CS[C:3](=[C:17]([C:20]#[N:21])[C:18]#[N:19])[N:4]1[CH2:9][CH2:8][CH:7]([CH2:10][N:11]2[CH2:16][CH2:15][CH2:14][CH2:13][CH2:12]2)[CH2:6][CH2:5]1.[NH2:22][CH2:23][CH2:24][N:25]1[CH2:29][CH2:28][CH2:27][C@@H:26]1[CH3:30]. The catalyst is C(O)C.[Cl-].[Na+].O. The product is [CH3:30][C@H:26]1[CH2:27][CH2:28][CH2:29][N:25]1[CH2:24][CH2:23][NH:22][C:3](=[C:17]([C:20]#[N:21])[C:18]#[N:19])[N:4]1[CH2:9][CH2:8][CH:7]([CH2:10][N:11]2[CH2:16][CH2:15][CH2:14][CH2:13][CH2:12]2)[CH2:6][CH2:5]1. The yield is 0.540. (4) The reactants are [Cl:1][C:2]1[O:6][C:5]([CH:7]([C:19]2[CH:23]=[C:22]([CH:24]3OCC[O:25]3)[S:21][CH:20]=2)[O:8][Si:9]([CH:16]([CH3:18])[CH3:17])([CH:13]([CH3:15])[CH3:14])[CH:10]([CH3:12])[CH3:11])=[CH:4][CH:3]=1.O.Cl.C([O-])(O)=O.[Na+]. The catalyst is C1COCC1. The product is [Cl:1][C:2]1[O:6][C:5]([CH:7]([O:8][Si:9]([CH:13]([CH3:15])[CH3:14])([CH:16]([CH3:18])[CH3:17])[CH:10]([CH3:11])[CH3:12])[C:19]2[CH:23]=[C:22]([CH:24]=[O:25])[S:21][CH:20]=2)=[CH:4][CH:3]=1. The yield is 0.670. (5) The reactants are C(Cl)(=O)C([Cl:4])=O.[N:7]1([C:12]2[CH:17]=[CH:16][C:15]([S:18]([OH:21])(=O)=[O:19])=[CH:14][CH:13]=2)[CH2:11][CH2:10][CH2:9][CH2:8]1.CN(C)C=O. The catalyst is ClCCl. The product is [N:7]1([C:12]2[CH:17]=[CH:16][C:15]([S:18]([Cl:4])(=[O:21])=[O:19])=[CH:14][CH:13]=2)[CH2:11][CH2:10][CH2:9][CH2:8]1. The yield is 0.190. (6) The reactants are [C:1]([C:4]1[CH:5]=[C:6]([C:21]([O:23]C)=[O:22])[CH:7]=[C:8]2[C:13]=1[O:12][C:11]([N:14]1[CH2:19][CH2:18][O:17][CH2:16][CH2:15]1)=[CH:10][C:9]2=[O:20])(=[O:3])[CH3:2].[BH4-].[Na+].[OH-].[Na+].Cl. The product is [OH:3][CH:1]([C:4]1[CH:5]=[C:6]([C:21]([OH:23])=[O:22])[CH:7]=[C:8]2[C:13]=1[O:12][C:11]([N:14]1[CH2:19][CH2:18][O:17][CH2:16][CH2:15]1)=[CH:10][C:9]2=[O:20])[CH3:2]. The yield is 0.940. The catalyst is CO.O. (7) The reactants are [F:1][C:2]1[CH:7]=[CH:6][CH:5]=[C:4]([F:8])[C:3]=1[N:9]1[C:14]2[N:15]=[C:16](S(C)=O)[N:17]=[C:18]([C:19]3[CH:20]=[C:21]([CH:28]=[CH:29][C:30]=3[CH3:31])[C:22]([NH:24][CH:25]([CH3:27])[CH3:26])=[O:23])[C:13]=2[CH2:12][NH:11][C:10]1=[O:35].C(Cl)(Cl)Cl.[CH3:40][N:41]([CH3:47])[CH:42]1[CH2:46][CH2:45][NH:44][CH2:43]1.C(N(CC)C(C)C)(C)C. The catalyst is C1COCC1. The product is [F:1][C:2]1[CH:7]=[CH:6][CH:5]=[C:4]([F:8])[C:3]=1[N:9]1[C:14]2[N:15]=[C:16]([N:44]3[CH2:45][CH2:46][CH:42]([N:41]([CH3:47])[CH3:40])[CH2:43]3)[N:17]=[C:18]([C:19]3[CH:20]=[C:21]([CH:28]=[CH:29][C:30]=3[CH3:31])[C:22]([NH:24][CH:25]([CH3:27])[CH3:26])=[O:23])[C:13]=2[CH2:12][NH:11][C:10]1=[O:35]. The yield is 0.760. (8) The reactants are [CH2:1]([O:8][C:9]1[C:18](=[O:19])[N:17]2[C:12]([CH:13]([CH3:20])[O:14][CH2:15][CH2:16]2)=[N:11][C:10]=1[C:21]([OH:23])=O)[C:2]1[CH:7]=[CH:6][CH:5]=[CH:4][CH:3]=1.FC(F)(F)C(O)=O.[NH2:31][CH2:32][C:33]1[CH:42]=[CH:41][C:40]([F:43])=[CH:39][C:34]=1[C:35]([NH:37][CH3:38])=[O:36].C(N(CC)CC)C.F[P-](F)(F)(F)(F)F.N1(O[P+](N2CCCC2)(N2CCCC2)N2CCCC2)C2C=CC=CC=2N=N1. The catalyst is ClCCl.C(OCC)(=O)C. The product is [F:43][C:40]1[CH:41]=[CH:42][C:33]([CH2:32][NH:31][C:21]([C:10]2[N:11]=[C:12]3[N:17]([C:18](=[O:19])[C:9]=2[O:8][CH2:1][C:2]2[CH:3]=[CH:4][CH:5]=[CH:6][CH:7]=2)[CH2:16][CH2:15][O:14][CH:13]3[CH3:20])=[O:23])=[C:34]([C:35](=[O:36])[NH:37][CH3:38])[CH:39]=1. The yield is 1.00. (9) The reactants are [Cl:1][C:2]1[C:3]([C:20]#[N:21])=[C:4]2[N:9]([C:10]=1[C:11]1[CH:12]=[N:13][CH:14]=[CH:15][CH:16]=1)[CH2:8][CH2:7][C:6]([Cl:18])([Cl:17])[C:5]2=[O:19].S(=O)(=O)(O)[OH:23].C(=O)(O)[O-].[Na+]. No catalyst specified. The product is [Cl:1][C:2]1[C:3]([C:20]([NH2:21])=[O:23])=[C:4]2[N:9]([C:10]=1[C:11]1[CH:12]=[N:13][CH:14]=[CH:15][CH:16]=1)[CH2:8][CH2:7][C:6]([Cl:17])([Cl:18])[C:5]2=[O:19]. The yield is 0.100. (10) The reactants are [C:1]([C:4]1[CH:5]=[C:6](B(O)O)[CH:7]=[CH:8][CH:9]=1)(=[O:3])[CH3:2].I[C:14]1[C:22]2[C:17](=[N:18][CH:19]=[N:20][C:21]=2[NH2:23])[N:16]([CH:24]([CH3:26])[CH3:25])[N:15]=1.C([O-])([O-])=O.[Na+].[Na+]. The catalyst is CCO.COCCOC.C1C=CC([P]([Pd]([P](C2C=CC=CC=2)(C2C=CC=CC=2)C2C=CC=CC=2)([P](C2C=CC=CC=2)(C2C=CC=CC=2)C2C=CC=CC=2)[P](C2C=CC=CC=2)(C2C=CC=CC=2)C2C=CC=CC=2)(C2C=CC=CC=2)C2C=CC=CC=2)=CC=1. The product is [NH2:23][C:21]1[N:20]=[CH:19][N:18]=[C:17]2[N:16]([CH:24]([CH3:26])[CH3:25])[N:15]=[C:14]([C:6]3[CH:5]=[C:4]([C:1](=[O:3])[CH3:2])[CH:9]=[CH:8][CH:7]=3)[C:22]=12. The yield is 0.180.